From a dataset of Reaction yield outcomes from USPTO patents with 853,638 reactions. Predict the reaction yield, written as a fraction of the theoretical maximum amount of product (1.0 means a 100% yield; for example, 0.34 means a 34% yield). (1) The reactants are [C:1]([CH:5]1[CH2:13][C:12]2[C:7](=[CH:8][CH:9]=[C:10]([NH:14][C:15]([C:17]3([C:20]4[CH:30]=[CH:29][C:23]5[O:24][C:25]([F:28])([F:27])[O:26][C:22]=5[CH:21]=4)[CH2:19][CH2:18]3)=[O:16])[CH:11]=2)[N:6]1[CH2:31][CH2:32]C#N)([CH3:4])([CH3:3])[CH3:2].[Cl:35]CC=O.[BH-](OC(C)=O)(OC(C)=O)OC(C)=O.[Na+]. The catalyst is ClCCl. The product is [C:1]([CH:5]1[CH2:13][C:12]2[C:7](=[CH:8][CH:9]=[C:10]([NH:14][C:15]([C:17]3([C:20]4[CH:30]=[CH:29][C:23]5[O:24][C:25]([F:28])([F:27])[O:26][C:22]=5[CH:21]=4)[CH2:19][CH2:18]3)=[O:16])[CH:11]=2)[N:6]1[CH2:31][CH2:32][Cl:35])([CH3:4])([CH3:3])[CH3:2]. The yield is 0.630. (2) The reactants are [OH:1][CH:2]([CH2:6][CH2:7][CH:8]=[CH2:9])[C:3]([OH:5])=[O:4].C1(C)C=CC(S(O)(=O)=[O:17])=CC=1.[C:21]1(C)[CH:26]=[CH:25][CH:24]=[CH:23][CH:22]=1. No catalyst specified. The product is [CH2:6]([CH:2]1[O:1][C:26](=[O:17])[CH:25]([CH2:24][CH2:23][CH:22]=[CH2:21])[O:4][C:3]1=[O:5])[CH2:7][CH:8]=[CH2:9]. The yield is 0.410. (3) The reactants are [CH3:1][C:2]1[C:6]([C:7]([OH:9])=[O:8])=[C:5]([CH3:10])[N:4]([C:11]2[CH:16]=[N:15][CH:14]=[CH:13][N:12]=2)[N:3]=1.[CH2:17](OC(C1C(C)=NNC=1C)=O)[CH3:18].[H-].[Na+].[H][H].ClC1C=NC=CN=1. The catalyst is CN(C=O)C. The product is [CH2:17]([O:8][C:7]([C:6]1[C:2]([CH3:1])=[N:3][N:4]([C:11]2[CH:16]=[N:15][CH:14]=[CH:13][N:12]=2)[C:5]=1[CH3:10])=[O:9])[CH3:18]. The yield is 0.440. (4) The reactants are O[C:2]1[CH:12]=[CH:11][C:5]([CH:6]=[CH:7]C(O)=O)=[CH:4][CH:3]=1.[C:13](=[O:16])([O-])[O-:14].[K+].[K+].S([O:24][CH3:25])(OC)(=O)=O.[CH3:26]C(C)=O. No catalyst specified. The product is [CH3:26][O:14][C:13](=[O:16])[CH:7]=[CH:6][C:5]1[CH:11]=[CH:12][C:2]([O:24][CH3:25])=[CH:3][CH:4]=1. The yield is 0.990. (5) The reactants are [CH2:1]([CH:3]1[CH2:7][C:6](=O)[CH2:5][CH:4]1[C:9]([O:11][CH2:12][CH3:13])=[O:10])[CH3:2].CC(O)=O.[CH2:18]([NH:25][CH2:26][C:27]1[CH:32]=[CH:31][CH:30]=[CH:29][CH:28]=1)[C:19]1[CH:24]=[CH:23][CH:22]=[CH:21][CH:20]=1.C(O[BH-](OC(=O)C)OC(=O)C)(=O)C.[Na+].C([O-])(O)=O.[Na+]. The product is [CH2:26]([N:25]([CH2:18][C:19]1[CH:24]=[CH:23][CH:22]=[CH:21][CH:20]=1)[CH:6]1[CH2:5][CH:4]([C:9]([O:11][CH2:12][CH3:13])=[O:10])[CH:3]([CH2:1][CH3:2])[CH2:7]1)[C:27]1[CH:32]=[CH:31][CH:30]=[CH:29][CH:28]=1. The yield is 0.720. The catalyst is ClCCCl. (6) The reactants are [CH:1]1([CH2:4][N:5]2[C:9]3[CH:10]=[CH:11][C:12]([S:14]([C:17]([CH3:23])([CH3:22])[C:18]([O:20]C)=[O:19])(=[O:16])=[O:15])=[CH:13][C:8]=3[N:7]=[C:6]2[CH2:24][C:25]([CH3:28])([CH3:27])[CH3:26])[CH2:3][CH2:2]1.[OH-].[Na+].Cl. The catalyst is CO.O1CCCC1. The product is [CH:1]1([CH2:4][N:5]2[C:9]3[CH:10]=[CH:11][C:12]([S:14]([C:17]([CH3:22])([CH3:23])[C:18]([OH:20])=[O:19])(=[O:16])=[O:15])=[CH:13][C:8]=3[N:7]=[C:6]2[CH2:24][C:25]([CH3:28])([CH3:27])[CH3:26])[CH2:2][CH2:3]1. The yield is 0.890.